The task is: Predict the product of the given reaction.. This data is from Forward reaction prediction with 1.9M reactions from USPTO patents (1976-2016). (1) Given the reactants [Cl:1][C:2]1[N:6]2[CH:7]=[C:8]([C:15]3[CH:19]=[CH:18][O:17][CH:16]=3)[CH:9]=[C:10]([C:11]([F:14])([F:13])[F:12])[C:5]2=[N:4][C:3]=1[C:20]([N:22]1[CH2:26][CH2:25][CH:24]([C:27]2[CH:32]=[CH:31][CH:30]=[C:29]([F:33])[CH:28]=2)[CH2:23]1)=O.COC1C=CC(P2(SP(C3C=CC(OC)=CC=3)(=S)S2)=[S:43])=CC=1, predict the reaction product. The product is: [Cl:1][C:2]1[N:6]2[CH:7]=[C:8]([C:15]3[CH:19]=[CH:18][O:17][CH:16]=3)[CH:9]=[C:10]([C:11]([F:14])([F:13])[F:12])[C:5]2=[N:4][C:3]=1[C:20]([N:22]1[CH2:26][CH2:25][CH:24]([C:27]2[CH:32]=[CH:31][CH:30]=[C:29]([F:33])[CH:28]=2)[CH2:23]1)=[S:43]. (2) Given the reactants [N+:1]([C:4]1[CH:5]=[N:6][CH:7]=[CH:8][C:9]=1[N:10]1[CH:14]=[CH:13][CH:12]=[N:11]1)([O-])=O, predict the reaction product. The product is: [N:10]1([C:9]2[CH:8]=[CH:7][N:6]=[CH:5][C:4]=2[NH2:1])[CH:14]=[CH:13][CH:12]=[N:11]1. (3) Given the reactants [Cl:1][C:2]1[CH:11]=[C:10]([CH3:12])[C:9]2[CH2:8][CH2:7][CH2:6][CH2:5][C:4]=2[N:3]=1.[NH2:13][C@@H:14]1[CH2:19][CH2:18][C@H:17]([NH:20][C:21](=[O:30])[C:22]2[CH:27]=[CH:26][C:25]([F:28])=[C:24]([Cl:29])[CH:23]=2)[CH2:16][CH2:15]1.C(O)CCC.C([O-])(O)=O.[Na+], predict the reaction product. The product is: [ClH:1].[Cl:29][C:24]1[CH:23]=[C:22]([CH:27]=[CH:26][C:25]=1[F:28])[C:21]([NH:20][C@H:17]1[CH2:16][CH2:15][C@@H:14]([NH:13][C:2]2[CH:11]=[C:10]([CH3:12])[C:9]3[CH2:8][CH2:7][CH2:6][CH2:5][C:4]=3[N:3]=2)[CH2:19][CH2:18]1)=[O:30]. (4) The product is: [NH2:1][C@H:2]1[CH2:7][CH2:6][CH2:5][CH2:4][C@H:3]1[NH:8][C:9]1[N:14]=[C:13]([NH:15][C:38]2[CH:40]=[CH:41][CH:42]=[C:36]([C:35]3[N:31]([CH3:30])[N:32]=[N:33][N:34]=3)[CH:37]=2)[C:12]([C:27]([NH2:29])=[O:28])=[CH:11][N:10]=1. Given the reactants [NH2:1][C@H:2]1[CH2:7][CH2:6][CH2:5][CH2:4][C@H:3]1[NH:8][C:9]1[N:14]=[C:13]([NH:15]C2C=CC(C3ON=CC=3)=CC=2)[C:12]([C:27]([NH2:29])=[O:28])=[CH:11][N:10]=1.[CH3:30][N:31]1[C:35]([C:36]2[CH:37]=[C:38]([CH:40]=[CH:41][CH:42]=2)N)=[N:34][N:33]=[N:32]1, predict the reaction product. (5) Given the reactants [Br:1][C:2]1[CH:3]=[N:4][CH:5]=[C:6]([Br:10])[C:7]=1[CH:8]=O.O.[NH2:12][NH2:13], predict the reaction product. The product is: [Br:1][C:2]1[CH:3]=[N:4][CH:5]=[C:6]([Br:10])[C:7]=1/[CH:8]=[N:12]/[NH2:13].